This data is from Catalyst prediction with 721,799 reactions and 888 catalyst types from USPTO. The task is: Predict which catalyst facilitates the given reaction. Reactant: [CH3:1][C:2]1[C:11]2[C:6](=[CH:7][CH:8]=[CH:9][CH:10]=2)[N:5]=[CH:4][CH:3]=1.[BH3-]C#N.[Na+].B(F)(F)F.CCOCC. Product: [CH3:1][CH:2]1[C:11]2[C:6](=[CH:7][CH:8]=[CH:9][CH:10]=2)[NH:5][CH2:4][CH2:3]1. The catalyst class is: 5.